From a dataset of Catalyst prediction with 721,799 reactions and 888 catalyst types from USPTO. Predict which catalyst facilitates the given reaction. (1) Reactant: [C:1]([N:5]=[C:6]=[O:7])([CH3:4])([CH3:3])[CH3:2].[CH2:8]([O:10][C:11](=[O:33])[CH:12]([O:30][CH2:31][CH3:32])[CH2:13][C:14]1[CH:19]=[CH:18][C:17]([O:20][CH2:21][CH2:22][C:23]2[CH:28]=[CH:27][C:26]([OH:29])=[CH:25][CH:24]=2)=[CH:16][CH:15]=1)[CH3:9].CCCCCCC. Product: [CH2:8]([O:10][C:11](=[O:33])[CH:12]([O:30][CH2:31][CH3:32])[CH2:13][C:14]1[CH:19]=[CH:18][C:17]([O:20][CH2:21][CH2:22][C:23]2[CH:24]=[CH:25][C:26]([O:29][C:6](=[O:7])[NH:5][C:1]([CH3:4])([CH3:3])[CH3:2])=[CH:27][CH:28]=2)=[CH:16][CH:15]=1)[CH3:9]. The catalyst class is: 11. (2) Reactant: [CH3:1][Mg]Br.[Cl:4][C:5]1[CH:25]=[CH:24][C:8]([C:9]([CH:11]2[CH2:16][CH2:15][N:14]([C:17]([O:19][C:20]([CH3:23])([CH3:22])[CH3:21])=[O:18])[CH2:13][CH2:12]2)=[O:10])=[CH:7][CH:6]=1. Product: [Cl:4][C:5]1[CH:6]=[CH:7][C:8]([C:9]([CH:11]2[CH2:16][CH2:15][N:14]([C:17]([O:19][C:20]([CH3:21])([CH3:22])[CH3:23])=[O:18])[CH2:13][CH2:12]2)([OH:10])[CH3:1])=[CH:24][CH:25]=1. The catalyst class is: 1. (3) Reactant: [F:1][C:2]1[CH:7]=[CH:6][C:5]([NH:8][C:9]([C:11]2[N:15]([CH3:16])[CH:14]=[C:13]([C:17](=[O:21])[C:18]([OH:20])=[O:19])[CH:12]=2)=[O:10])=[CH:4][C:3]=1[CH3:22].FC(F)(F)S(O)(=O)=O.C1C(=O)N([Cl:38])C(=O)C1.O. Product: [Cl:38][C:14]1[N:15]([CH3:16])[C:11]([C:9](=[O:10])[NH:8][C:5]2[CH:6]=[CH:7][C:2]([F:1])=[C:3]([CH3:22])[CH:4]=2)=[CH:12][C:13]=1[C:17](=[O:21])[C:18]([OH:20])=[O:19]. The catalyst class is: 52. (4) Reactant: C(OC([NH:8][C@H:9]([CH2:29][C:30]1[CH:35]=[CH:34][C:33]([Cl:36])=[CH:32][CH:31]=1)[C:10]([N:12]1[CH2:17][CH2:16][C:15]([CH:23]2[CH2:28][CH2:27][CH2:26][CH2:25][CH2:24]2)([C:18]([O:20][CH2:21][CH3:22])=[O:19])[CH2:14][CH2:13]1)=[O:11])=O)(C)(C)C. Product: [NH2:8][C@H:9]([CH2:29][C:30]1[CH:35]=[CH:34][C:33]([Cl:36])=[CH:32][CH:31]=1)[C:10]([N:12]1[CH2:17][CH2:16][C:15]([CH:23]2[CH2:28][CH2:27][CH2:26][CH2:25][CH2:24]2)([C:18]([O:20][CH2:21][CH3:22])=[O:19])[CH2:14][CH2:13]1)=[O:11]. The catalyst class is: 557.